Dataset: Catalyst prediction with 721,799 reactions and 888 catalyst types from USPTO. Task: Predict which catalyst facilitates the given reaction. (1) Reactant: [CH3:1][C:2]1[NH:6][C:5]2[CH:7]=[CH:8][C:9]([CH2:11][OH:12])=[CH:10][C:4]=2[N:3]=1.[Si:13](Cl)([C:16]([CH3:19])([CH3:18])[CH3:17])([CH3:15])[CH3:14].N1C=CN=C1. Product: [Si:13]([O:12][CH2:11][C:9]1[CH:8]=[CH:7][C:5]2[NH:6][C:2]([CH3:1])=[N:3][C:4]=2[CH:10]=1)([C:16]([CH3:19])([CH3:18])[CH3:17])([CH3:15])[CH3:14]. The catalyst class is: 3. (2) Reactant: [Br:1][C:2]1[CH:3]=[C:4]2[C:9](=[C:10]([C:12](OC)=[O:13])[CH:11]=1)[N:8]=[CH:7][CH:6]=[CH:5]2.[H-].[Al+3].[Li+].[H-].[H-].[H-]. Product: [Br:1][C:2]1[CH:3]=[C:4]2[C:9](=[C:10]([CH2:12][OH:13])[CH:11]=1)[N:8]=[CH:7][CH:6]=[CH:5]2. The catalyst class is: 28.